From a dataset of Catalyst prediction with 721,799 reactions and 888 catalyst types from USPTO. Predict which catalyst facilitates the given reaction. (1) Reactant: [CH3:1][O:2][C:3](=[O:12])[C:4]1[CH:9]=[CH:8][C:7]([CH:10]=O)=[CH:6][CH:5]=1.[C:13]([C:17]1[CH:23]=[CH:22][C:20]([NH2:21])=[CH:19][CH:18]=1)([CH3:16])([CH3:15])[CH3:14].C(O)(C(F)(F)F)=O.C([BH3-])#N.[Na+]. Product: [CH3:1][O:2][C:3](=[O:12])[C:4]1[CH:9]=[CH:8][C:7]([CH2:10][NH:21][C:20]2[CH:22]=[CH:23][C:17]([C:13]([CH3:16])([CH3:15])[CH3:14])=[CH:18][CH:19]=2)=[CH:6][CH:5]=1. The catalyst class is: 5. (2) The catalyst class is: 40. Reactant: C[O:2][C:3]([C:5]1[C:6]([CH:23]2[CH2:25][CH2:24]2)=[N:7][C:8]2[C:13]([C:14]=1[C:15]1[CH:20]=[CH:19][CH:18]=[CH:17][CH:16]=1)=[CH:12][C:11]([Cl:21])=[C:10]([Cl:22])[CH:9]=2)=[O:4].[OH-].[K+]. Product: [Cl:21][C:11]1[CH:12]=[C:13]2[C:8](=[CH:9][C:10]=1[Cl:22])[N:7]=[C:6]([CH:23]1[CH2:24][CH2:25]1)[C:5]([C:3]([OH:4])=[O:2])=[C:14]2[C:15]1[CH:20]=[CH:19][CH:18]=[CH:17][CH:16]=1. (3) Reactant: [N+:1]([C:4]1[CH:9]=[CH:8][C:7]([S:10]([N:13]2[CH2:18][CH2:17][CH2:16][CH2:15][CH2:14]2)(=[O:12])=[O:11])=[CH:6][CH:5]=1)([O-])=O.[Cl-].[NH4+].C(O)C.NO. Product: [N:13]1([S:10]([C:7]2[CH:6]=[CH:5][C:4]([NH2:1])=[CH:9][CH:8]=2)(=[O:12])=[O:11])[CH2:14][CH2:15][CH2:16][CH2:17][CH2:18]1. The catalyst class is: 150. (4) Reactant: Cl[C:2]1[C:7]([C:8]([O:10][CH2:11][CH3:12])=[O:9])=[CH:6][CH:5]=[C:4]([C:13]2[CH:18]=[C:17]([O:19][CH2:20][CH:21]([CH3:23])[CH3:22])[CH:16]=[C:15]([F:24])[CH:14]=2)[N:3]=1.CC1(C)C(C)(C)OB([C:33]2[C:37]([CH3:39])([CH3:38])[CH2:36][C:35]([CH3:41])([CH3:40])[CH:34]=2)O1.ClCCl.C(=O)([O-])[O-].[Na+].[Na+]. Product: [F:24][C:15]1[CH:14]=[C:13]([C:4]2[N:3]=[C:2]([C:33]3[C:37]([CH3:39])([CH3:38])[CH2:36][C:35]([CH3:41])([CH3:40])[CH:34]=3)[C:7]([C:8]([O:10][CH2:11][CH3:12])=[O:9])=[CH:6][CH:5]=2)[CH:18]=[C:17]([O:19][CH2:20][CH:21]([CH3:23])[CH3:22])[CH:16]=1. The catalyst class is: 117. (5) Reactant: [N+:1]([C:4]1[CH:5]=[CH:6][CH:7]=[C:8]2[C:16]=1[NH:15][C:14]1[C:13](=[O:17])[CH2:12][CH2:11][CH2:10][C:9]2=1)([O-])=O.C(O)C. Product: [NH2:1][C:4]1[CH:5]=[CH:6][CH:7]=[C:8]2[C:16]=1[NH:15][C:14]1[C:13](=[O:17])[CH2:12][CH2:11][CH2:10][C:9]2=1. The catalyst class is: 481.